Dataset: Catalyst prediction with 721,799 reactions and 888 catalyst types from USPTO. Task: Predict which catalyst facilitates the given reaction. Product: [Br:1][C:2]1[CH:3]=[CH:4][C:5]([Cl:19])=[C:6]([CH2:8][C:10]2[CH:15]=[CH:14][C:13]([O:16][CH2:17][CH3:18])=[CH:12][CH:11]=2)[CH:7]=1. The catalyst class is: 55. Reactant: [Br:1][C:2]1[CH:3]=[CH:4][C:5]([Cl:19])=[C:6]([C:8]([C:10]2[CH:15]=[CH:14][C:13]([O:16][CH2:17][CH3:18])=[CH:12][CH:11]=2)=O)[CH:7]=1.C([SiH](CC)CC)C.FC(F)(F)S(O)(=O)=O.